From a dataset of Forward reaction prediction with 1.9M reactions from USPTO patents (1976-2016). Predict the product of the given reaction. (1) Given the reactants C(OC([N:8]1[CH2:13][CH2:12][CH2:11][C@H:10]([C:14]2[O:18][N:17]=[C:16]([CH2:19][C:20]3[CH:25]=[CH:24][C:23]([F:26])=[CH:22][CH:21]=3)[N:15]=2)[CH2:9]1)=O)(C)(C)C.[ClH:27], predict the reaction product. The product is: [ClH:27].[F:26][C:23]1[CH:24]=[CH:25][C:20]([CH2:19][C:16]2[N:15]=[C:14]([C@H:10]3[CH2:11][CH2:12][CH2:13][NH:8][CH2:9]3)[O:18][N:17]=2)=[CH:21][CH:22]=1. (2) Given the reactants [OH:1][CH2:2][CH:3]1[CH2:8][CH2:7][NH:6][CH2:5][CH2:4]1.[C:9](O[C:9]([O:11][C:12]([CH3:15])([CH3:14])[CH3:13])=[O:10])([O:11][C:12]([CH3:15])([CH3:14])[CH3:13])=[O:10], predict the reaction product. The product is: [OH:1][CH2:2][CH:3]1[CH2:8][CH2:7][N:6]([C:9]([O:11][C:12]([CH3:15])([CH3:14])[CH3:13])=[O:10])[CH2:5][CH2:4]1. (3) The product is: [OH:23][C:22]1([CH2:4][OH:5])[CH2:24][N:12]([C:14]([O:16][C:17]([CH3:20])([CH3:19])[CH3:18])=[O:15])[CH2:21]1. Given the reactants C[N+]1([O-])CC[O:5][CH2:4]C1.C=C1C[N:12]([C:14]([O:16][C:17]([CH3:20])([CH3:19])[CH3:18])=[O:15])C1.[CH3:21][C:22]([CH3:24])=[O:23], predict the reaction product. (4) Given the reactants [CH2:1]([O:3][C:4]([C:6]1([C:9]2[CH:14]=[CH:13][C:12]([C:15]3[CH:20]=[CH:19][C:18]([C:21]4[O:25][N:24]=[C:23]([CH3:26])[C:22]=4[NH2:27])=[CH:17][CH:16]=3)=[CH:11][CH:10]=2)[CH2:8][CH2:7]1)=[O:5])[CH3:2].Br[C:29]1[CH:30]=[N:31][CH:32]=[C:33]([C:35]2[CH:40]=[CH:39][CH:38]=[C:37]([Cl:41])[CH:36]=2)[CH:34]=1, predict the reaction product. The product is: [CH2:1]([O:3][C:4]([C:6]1([C:9]2[CH:10]=[CH:11][C:12]([C:15]3[CH:20]=[CH:19][C:18]([C:21]4[O:25][N:24]=[C:23]([CH3:26])[C:22]=4[NH:27][C:29]4[CH:30]=[N:31][CH:32]=[C:33]([C:35]5[CH:40]=[CH:39][CH:38]=[C:37]([Cl:41])[CH:36]=5)[CH:34]=4)=[CH:17][CH:16]=3)=[CH:13][CH:14]=2)[CH2:8][CH2:7]1)=[O:5])[CH3:2]. (5) Given the reactants [NH2:1][C@@H:2]([CH2:10][CH2:11][CH2:12][NH:13][C:14]([NH:16][S:17]([C:20]1[C:21]([CH3:34])=[C:22]2[C:27](=[C:28]([CH3:31])[C:29]=1[CH3:30])[O:26][C:25]([CH3:33])([CH3:32])[CH2:24][CH2:23]2)(=[O:19])=[O:18])=[NH:15])[C:3]([O:5][C:6]([CH3:9])([CH3:8])[CH3:7])=[O:4].[C:35]1([CH:41]([C:53]2[CH:58]=[CH:57][CH:56]=[CH:55][CH:54]=2)[CH2:42][N:43]2[CH:48]=[CH:47][CH:46]=[C:45]([C:49](O)=[O:50])[C:44]2=[O:52])[CH:40]=[CH:39][CH:38]=[CH:37][CH:36]=1.CN(C(ON1N=NC2C=CC=CC1=2)=[N+](C)C)C.F[P-](F)(F)(F)(F)F.CCN(C(C)C)C(C)C, predict the reaction product. The product is: [C:53]1([CH:41]([C:35]2[CH:36]=[CH:37][CH:38]=[CH:39][CH:40]=2)[CH2:42][N:43]2[CH:48]=[CH:47][CH:46]=[C:45]([C:49]([NH:1][C@@H:2]([CH2:10][CH2:11][CH2:12][NH:13][C:14]([NH:16][S:17]([C:20]3[C:21]([CH3:34])=[C:22]4[C:27](=[C:28]([CH3:31])[C:29]=3[CH3:30])[O:26][C:25]([CH3:33])([CH3:32])[CH2:24][CH2:23]4)(=[O:18])=[O:19])=[NH:15])[C:3]([O:5][C:6]([CH3:7])([CH3:8])[CH3:9])=[O:4])=[O:50])[C:44]2=[O:52])[CH:54]=[CH:55][CH:56]=[CH:57][CH:58]=1.